Task: Predict which catalyst facilitates the given reaction.. Dataset: Catalyst prediction with 721,799 reactions and 888 catalyst types from USPTO (1) Reactant: [F:1][C:2]1[CH:19]=[CH:18][C:5]([CH2:6][NH:7][C:8]([C:10]2[C:15]([OH:16])=[C:14](Cl)[CH:13]=[CH:12][N:11]=2)=[O:9])=[CH:4][CH:3]=1.[Na+].[I-:21].I.C(=O)(O)[O-].[Na+]. Product: [F:1][C:2]1[CH:19]=[CH:18][C:5]([CH2:6][NH:7][C:8]([C:10]2[C:15]([OH:16])=[C:14]([I:21])[CH:13]=[CH:12][N:11]=2)=[O:9])=[CH:4][CH:3]=1. The catalyst class is: 131. (2) Reactant: [O:1]1[C:5]2[CH:6]=[CH:7][CH:8]=[CH:9][C:4]=2[CH:3]=[C:2]1[C:10]1[N:14]2[N:15]=[C:16](Cl)[CH:17]=[CH:18][C:13]2=[N:12][CH:11]=1.[NH:20]1[CH2:24][CH2:23][C@@H:22]([CH2:25][OH:26])[CH2:21]1.C(=O)([O-])O.[Na+]. Product: [O:1]1[C:5]2[CH:6]=[CH:7][CH:8]=[CH:9][C:4]=2[CH:3]=[C:2]1[C:10]1[N:14]2[N:15]=[C:16]([N:20]3[CH2:24][CH2:23][C@@H:22]([CH2:25][OH:26])[CH2:21]3)[CH:17]=[CH:18][C:13]2=[N:12][CH:11]=1. The catalyst class is: 51. (3) Reactant: [CH3:1][O:2][C:3]1[CH:8]=[CH:7][C:6]([C:9]2[CH:10]=[C:11]([CH:22]3[CH2:27][CH2:26][NH:25][CH2:24][CH2:23]3)[O:12][C:13]=2[C:14]2[CH:19]=[CH:18][C:17]([O:20][CH3:21])=[CH:16][CH:15]=2)=[CH:5][CH:4]=1.ClC(Cl)(O[C:32](=[O:38])OC(Cl)(Cl)Cl)Cl.C(N(CC)CC)C.Cl.[CH3:48][NH:49][OH:50].[Cl-].[NH4+]. Product: [CH3:1][O:2][C:3]1[CH:8]=[CH:7][C:6]([C:9]2[CH:10]=[C:11]([CH:22]3[CH2:27][CH2:26][N:25]([C:32](=[O:38])[N:49]([OH:50])[CH3:48])[CH2:24][CH2:23]3)[O:12][C:13]=2[C:14]2[CH:19]=[CH:18][C:17]([O:20][CH3:21])=[CH:16][CH:15]=2)=[CH:5][CH:4]=1. The catalyst class is: 4. (4) Reactant: [Cl:1][C:2]1[CH:10]=[CH:9][CH:8]=[C:7]2[C:3]=1[CH:4]=[CH:5][N:6]2[CH2:11][C:12]1[N:13]=[CH:14][N:15](C(C2C=CC=CC=2)(C2C=CC=CC=2)C2C=CC=CC=2)[CH:16]=1.O.[OH-].[Na+]. Product: [Cl:1][C:2]1[CH:10]=[CH:9][CH:8]=[C:7]2[C:3]=1[CH:4]=[CH:5][N:6]2[CH2:11][C:12]1[NH:13][CH2:14][NH:15][CH:16]=1. The catalyst class is: 15.